This data is from NCI-60 drug combinations with 297,098 pairs across 59 cell lines. The task is: Regression. Given two drug SMILES strings and cell line genomic features, predict the synergy score measuring deviation from expected non-interaction effect. (1) Drug 1: CC1=CC2C(CCC3(C2CCC3(C(=O)C)OC(=O)C)C)C4(C1=CC(=O)CC4)C. Drug 2: C1CC(C1)(C(=O)O)C(=O)O.[NH2-].[NH2-].[Pt+2]. Cell line: K-562. Synergy scores: CSS=24.5, Synergy_ZIP=-5.68, Synergy_Bliss=0.812, Synergy_Loewe=-8.88, Synergy_HSA=0.122. (2) Drug 1: C1CC(=O)NC(=O)C1N2CC3=C(C2=O)C=CC=C3N. Drug 2: C1CN(P(=O)(OC1)NCCCl)CCCl. Cell line: MCF7. Synergy scores: CSS=-4.85, Synergy_ZIP=-0.398, Synergy_Bliss=-5.60, Synergy_Loewe=-4.85, Synergy_HSA=-5.77. (3) Drug 1: CC(CN1CC(=O)NC(=O)C1)N2CC(=O)NC(=O)C2. Drug 2: CC1=C2C(C(=O)C3(C(CC4C(C3C(C(C2(C)C)(CC1OC(=O)C(C(C5=CC=CC=C5)NC(=O)C6=CC=CC=C6)O)O)OC(=O)C7=CC=CC=C7)(CO4)OC(=O)C)O)C)OC(=O)C. Cell line: NCI-H522. Synergy scores: CSS=57.5, Synergy_ZIP=-5.38, Synergy_Bliss=-4.81, Synergy_Loewe=-4.22, Synergy_HSA=-1.86. (4) Drug 1: CCCCCOC(=O)NC1=NC(=O)N(C=C1F)C2C(C(C(O2)C)O)O. Drug 2: C(CN)CNCCSP(=O)(O)O. Cell line: COLO 205. Synergy scores: CSS=-2.17, Synergy_ZIP=-0.797, Synergy_Bliss=-1.01, Synergy_Loewe=-4.69, Synergy_HSA=-1.60. (5) Drug 1: C1CCC(C1)C(CC#N)N2C=C(C=N2)C3=C4C=CNC4=NC=N3. Drug 2: CCC1=C2CN3C(=CC4=C(C3=O)COC(=O)C4(CC)O)C2=NC5=C1C=C(C=C5)O. Cell line: MDA-MB-435. Synergy scores: CSS=-0.372, Synergy_ZIP=-1.87, Synergy_Bliss=2.41, Synergy_Loewe=-30.4, Synergy_HSA=-3.97. (6) Drug 1: C1=CC(=CC=C1CCC2=CNC3=C2C(=O)NC(=N3)N)C(=O)NC(CCC(=O)O)C(=O)O. Drug 2: C1CCC(CC1)NC(=O)N(CCCl)N=O. Cell line: HCT-15. Synergy scores: CSS=37.3, Synergy_ZIP=-7.55, Synergy_Bliss=-9.79, Synergy_Loewe=-12.1, Synergy_HSA=-6.62. (7) Drug 1: C#CCC(CC1=CN=C2C(=N1)C(=NC(=N2)N)N)C3=CC=C(C=C3)C(=O)NC(CCC(=O)O)C(=O)O. Drug 2: CCN(CC)CCCC(C)NC1=C2C=C(C=CC2=NC3=C1C=CC(=C3)Cl)OC. Cell line: NCI-H322M. Synergy scores: CSS=17.4, Synergy_ZIP=-7.73, Synergy_Bliss=-6.07, Synergy_Loewe=-4.05, Synergy_HSA=-3.96. (8) Drug 1: CC=C1C(=O)NC(C(=O)OC2CC(=O)NC(C(=O)NC(CSSCCC=C2)C(=O)N1)C(C)C)C(C)C. Drug 2: CS(=O)(=O)OCCCCOS(=O)(=O)C. Cell line: HL-60(TB). Synergy scores: CSS=64.9, Synergy_ZIP=-2.73, Synergy_Bliss=4.62, Synergy_Loewe=-35.5, Synergy_HSA=-0.640. (9) Drug 1: COC1=C(C=C2C(=C1)N=CN=C2NC3=CC(=C(C=C3)F)Cl)OCCCN4CCOCC4. Drug 2: CC12CCC3C(C1CCC2O)C(CC4=C3C=CC(=C4)O)CCCCCCCCCS(=O)CCCC(C(F)(F)F)(F)F. Cell line: MDA-MB-435. Synergy scores: CSS=13.0, Synergy_ZIP=-1.44, Synergy_Bliss=0.593, Synergy_Loewe=2.11, Synergy_HSA=1.19.